Dataset: Forward reaction prediction with 1.9M reactions from USPTO patents (1976-2016). Task: Predict the product of the given reaction. (1) Given the reactants C(N(CC)CC)C.Cl.[NH2:9][CH:10]([C:19]1[CH:20]=[CH:21][C:22](=[O:28])[N:23]([CH:25]([CH3:27])[CH3:26])[N:24]=1)[C:11](=[O:18])[C:12]1[CH:17]=[CH:16][CH:15]=[CH:14][CH:13]=1.Cl[C:30]([O:32][CH3:33])=[O:31].CCCCCC, predict the reaction product. The product is: [CH:25]([N:23]1[C:22](=[O:28])[CH:21]=[CH:20][C:19]([CH:10]([NH:9][C:30](=[O:31])[O:32][CH3:33])[C:11](=[O:18])[C:12]2[CH:13]=[CH:14][CH:15]=[CH:16][CH:17]=2)=[N:24]1)([CH3:26])[CH3:27]. (2) Given the reactants Cl[C:2]1[CH:7]=[CH:6][CH:5]=[C:4]([Cl:8])[N:3]=1.[F:9][C:10]1[CH:15]=[CH:14][C:13]([C@@H:16]([NH2:18])[CH3:17])=[CH:12][CH:11]=1.C(P(C(C)(C)C)C1C=CC=CC=1C1C=CC=CC=1)(C)(C)C.CC(C)([O-])C.[Na+], predict the reaction product. The product is: [Cl:8][C:4]1[N:3]=[C:2]([NH:18][C@H:16]([C:13]2[CH:14]=[CH:15][C:10]([F:9])=[CH:11][CH:12]=2)[CH3:17])[CH:7]=[CH:6][CH:5]=1. (3) Given the reactants [CH3:1][N:2]1[C:10]2([CH2:15][CH2:14][N:13]([C:16]([O:18][C:19]([CH3:22])([CH3:21])[CH3:20])=[O:17])[CH2:12][CH2:11]2)[C:6]2=[CH:7][CH:8]=[CH:9][N:5]2[CH2:4][CH2:3]1.[C:23](I)([F:26])([F:25])[F:24].OO, predict the reaction product. The product is: [CH3:1][N:2]1[C:10]2([CH2:11][CH2:12][N:13]([C:16]([O:18][C:19]([CH3:22])([CH3:21])[CH3:20])=[O:17])[CH2:14][CH2:15]2)[C:6]2=[CH:7][CH:8]=[C:9]([C:23]([F:26])([F:25])[F:24])[N:5]2[CH2:4][CH2:3]1. (4) Given the reactants [N:1]1([C:6]2[CH:11]=[CH:10][C:9]([NH:12][C:13](=[O:20])OCC(Cl)(Cl)Cl)=[CH:8][CH:7]=2)[CH:5]=[CH:4][CH:3]=[N:2]1.[C:21]1([C:27]2[N:28]=[C:29]([N:32]3[CH2:37][CH2:36][NH:35][CH2:34][CH2:33]3)[S:30][CH:31]=2)[CH:26]=[CH:25][CH:24]=[CH:23][CH:22]=1.C(N(C(C)C)CC)(C)C.CS(C)=O, predict the reaction product. The product is: [C:21]1([C:27]2[N:28]=[C:29]([N:32]3[CH2:37][CH2:36][N:35]([C:13]([NH:12][C:9]4[CH:8]=[CH:7][C:6]([N:1]5[CH:5]=[CH:4][CH:3]=[N:2]5)=[CH:11][CH:10]=4)=[O:20])[CH2:34][CH2:33]3)[S:30][CH:31]=2)[CH:22]=[CH:23][CH:24]=[CH:25][CH:26]=1. (5) The product is: [OH:33][CH:30]([CH2:31][OH:32])[CH2:29][NH:28][C:8](=[O:27])[CH2:9][CH2:10][CH2:11][CH2:12][CH2:13][CH2:14][CH2:15]/[CH:16]=[CH:17]\[CH2:18][CH2:19][CH2:20][CH2:21][CH2:22][CH2:23][CH2:24][CH3:25]. Given the reactants C1(=O)NC(=O)CC1.[C:8]([OH:27])(=O)[CH2:9][CH2:10][CH2:11][CH2:12][CH2:13][CH2:14][CH2:15]/[CH:16]=[CH:17]\[CH2:18][CH2:19][CH2:20][CH2:21][CH2:22][CH2:23][CH2:24][CH3:25].[NH2:28][CH2:29][CH:30]([OH:33])[CH2:31][OH:32], predict the reaction product. (6) Given the reactants [Cl:1][C:2]1[CH:3]=[C:4]2[C:12](=[O:13])[C:11]3[CH:14]=[C:15]([Cl:18])[N:16]=[CH:17][C:10]=3[CH:9]=[CH:8][C:5]2=[N:6][CH:7]=1.[BH4-].[Na+].[NH4+].[Cl-], predict the reaction product. The product is: [Cl:1][C:2]1[CH:3]=[C:4]2[CH:12]([OH:13])[C:11]3[CH:14]=[C:15]([Cl:18])[N:16]=[CH:17][C:10]=3[CH:9]=[CH:8][C:5]2=[N:6][CH:7]=1. (7) Given the reactants [NH2:1][CH:2]1[CH2:7][CH2:6][N:5]([CH2:8][CH2:9][N:10]2[C:19]3[C:14](=[CH:15][CH:16]=[C:17]([F:20])[CH:18]=3)[N:13]=[CH:12][C:11]2=[O:21])[CH2:4][CH2:3]1.[F:22][C:23]1[CH:24]=[C:25]2[C:29](=[CH:30][CH:31]=1)[NH:28][C:27]([C:32](O)=[O:33])=[CH:26]2.CC[N+](CCCN(C)C)=C=N.O.ON1C2C=CC=CC=2N=N1, predict the reaction product. The product is: [F:22][C:23]1[CH:24]=[C:25]2[C:29](=[CH:30][CH:31]=1)[NH:28][C:27]([C:32]([NH:1][CH:2]1[CH2:3][CH2:4][N:5]([CH2:8][CH2:9][N:10]3[C:19]4[C:14](=[CH:15][CH:16]=[C:17]([F:20])[CH:18]=4)[N:13]=[CH:12][C:11]3=[O:21])[CH2:6][CH2:7]1)=[O:33])=[CH:26]2. (8) Given the reactants BrC[CH2:3][CH2:4][CH2:5][O:6][C:7]1[CH:16]=[C:15]2[C:10](C=C[C:13](=[O:17])[NH:14]2)=[CH:9][CH:8]=1.[Na+].[I-].Cl.[Cl:21][C:22]1[C:27]([Cl:28])=[CH:26][CH:25]=[CH:24][C:23]=1[N:29]1[CH2:34][CH2:33][NH:32][CH2:31][CH2:30]1.C([O-])([O-])=O.[K+].[K+].CC#[N:43], predict the reaction product. The product is: [Cl:21][C:22]1[C:27]([Cl:28])=[CH:26][CH:25]=[CH:24][C:23]=1[N:29]1[CH2:34][CH2:33][N:32]([CH2:3][CH2:4][CH2:5][O:6][C:7]2[CH:8]=[CH:9][C:10]3[NH:43][C:13](=[O:17])[NH:14][C:15]=3[CH:16]=2)[CH2:31][CH2:30]1. (9) Given the reactants [C:1]([O:5][C:6]([N:8]1[CH2:13][CH2:12][N:11]([CH2:14][C:15]2[CH:20]=[CH:19][C:18]([NH:21][C:22]3[C:27]([C:28]([O:30][CH2:31][CH3:32])=[O:29])=[C:26]([CH3:33])[N:25]=[C:24](Cl)[N:23]=3)=[CH:17][CH:16]=2)[CH2:10][CH2:9]1)=[O:7])([CH3:4])([CH3:3])[CH3:2].[NH:35]1[CH2:40][CH2:39][O:38][CH2:37][CH2:36]1.O, predict the reaction product. The product is: [C:1]([O:5][C:6]([N:8]1[CH2:13][CH2:12][N:11]([CH2:14][C:15]2[CH:20]=[CH:19][C:18]([NH:21][C:22]3[C:27]([C:28]([O:30][CH2:31][CH3:32])=[O:29])=[C:26]([CH3:33])[N:25]=[C:24]([N:35]4[CH2:40][CH2:39][O:38][CH2:37][CH2:36]4)[N:23]=3)=[CH:17][CH:16]=2)[CH2:10][CH2:9]1)=[O:7])([CH3:4])([CH3:3])[CH3:2]. (10) Given the reactants [NH:1]1[CH2:6][CH2:5][CH2:4][CH2:3][CH2:2]1.Cl[CH2:8][C:9]1[CH:14]=[CH:13][N:12]=[CH:11][CH:10]=1, predict the reaction product. The product is: [N:1]1([CH2:8][C:9]2[CH:14]=[CH:13][N:12]=[CH:11][CH:10]=2)[CH2:6][CH2:5][CH2:4][CH2:3][CH2:2]1.